From a dataset of Full USPTO retrosynthesis dataset with 1.9M reactions from patents (1976-2016). Predict the reactants needed to synthesize the given product. (1) Given the product [CH3:11][C:1]1[CH:6]=[CH:5][C:4]([S:7]([O:27][CH:25]([C:17]2[CH:18]=[C:19]([C:21]([F:24])([F:23])[F:22])[CH:20]=[C:15]([N+:12]([O-:14])=[O:13])[CH:16]=2)[CH3:26])(=[O:9])=[O:8])=[CH:3][CH:2]=1, predict the reactants needed to synthesize it. The reactants are: [C:1]1([CH3:11])[CH:6]=[CH:5][C:4]([S:7](Cl)(=[O:9])=[O:8])=[CH:3][CH:2]=1.[N+:12]([C:15]1[CH:16]=[C:17]([CH:25]([OH:27])[CH3:26])[CH:18]=[C:19]([C:21]([F:24])([F:23])[F:22])[CH:20]=1)([O-:14])=[O:13].C(N(CC)CC)C. (2) Given the product [ClH:46].[CH3:1][N:2]([CH3:43])[CH2:3][CH2:4][N:5]([CH3:42])[C:6](=[O:41])[C:7]1[CH:12]=[CH:11][C:10]([NH:13][C:14]([NH:16][C:17]2[CH:18]=[CH:19][C:20]([C:23]3[N:28]=[C:27]([N:29]4[CH2:30][CH2:31][O:32][CH2:33][CH2:34]4)[N:26]=[C:25]([N:35]4[CH2:40][CH2:39][O:38][CH2:37][CH2:36]4)[N:24]=3)=[CH:21][CH:22]=2)=[O:15])=[CH:9][CH:8]=1, predict the reactants needed to synthesize it. The reactants are: [CH3:1][N:2]([CH3:43])[CH2:3][CH2:4][N:5]([CH3:42])[C:6](=[O:41])[C:7]1[CH:12]=[CH:11][C:10]([NH:13][C:14]([NH:16][C:17]2[CH:22]=[CH:21][C:20]([C:23]3[N:28]=[C:27]([N:29]4[CH2:34][CH2:33][O:32][CH2:31][CH2:30]4)[N:26]=[C:25]([N:35]4[CH2:40][CH2:39][O:38][CH2:37][CH2:36]4)[N:24]=3)=[CH:19][CH:18]=2)=[O:15])=[CH:9][CH:8]=1.CO.[ClH:46]. (3) Given the product [C:9]([C:8]1[C:7]([C:1]2[CH:6]=[CH:5][CH:4]=[CH:3][CH:2]=2)=[N:32][C:31]([NH:30][C:27]2[CH:28]=[CH:29][C:24]([O:23][CH2:22][CH2:21][OH:20])=[CH:25][CH:26]=2)=[N:33][CH:13]=1)#[N:10], predict the reactants needed to synthesize it. The reactants are: [C:1]1([C:7](=O)[C:8]([C:13]#N)=[CH:9][N:10](C)C)[CH:6]=[CH:5][CH:4]=[CH:3][CH:2]=1.[N+]([O-])([O-])=O.[OH:20][CH2:21][CH2:22][O:23][C:24]1[CH:29]=[CH:28][C:27]([NH:30][C:31]([NH2:33])=[NH2+:32])=[CH:26][CH:25]=1.[OH-].[Na+]. (4) Given the product [CH3:46][O:45][C:43]([C:40]1[NH:39][C:37](=[O:38])[N:36]([CH:33]2[CH2:32][CH2:31][N:30]([C:28]([O:27][C:23]([CH3:25])([CH3:24])[CH3:26])=[O:29])[CH2:35][CH2:34]2)[CH:41]=1)=[O:44], predict the reactants needed to synthesize it. The reactants are: CC(OI1(OC(C)=O)(OC(C)=O)OC(=O)C2C=CC=CC1=2)=O.[C:23]([O:27][C:28]([N:30]1[CH2:35][CH2:34][CH:33]([NH:36][C:37]([NH:39][C@H:40]([C:43]([O:45][CH3:46])=[O:44])[CH2:41]O)=[O:38])[CH2:32][CH2:31]1)=[O:29])([CH3:26])([CH3:25])[CH3:24].